From a dataset of Forward reaction prediction with 1.9M reactions from USPTO patents (1976-2016). Predict the product of the given reaction. (1) Given the reactants [Cl:1][Si:2]([Cl:5])(Cl)[Cl:3].[CH3:6][CH:7]([CH2:12][CH2:13][CH2:14][CH:15]([CH3:17])[CH3:16])[CH2:8][CH2:9][Mg]Br, predict the reaction product. The product is: [CH3:6][CH:7]([CH2:12][CH2:13][CH2:14][CH:15]([CH3:17])[CH3:16])[CH2:8][CH2:9][Si:2]([Cl:5])([Cl:3])[Cl:1]. (2) Given the reactants COC(=O)C[C:5]1([C:10]2[CH:15]=[CH:14][N:13]=[CH:12][CH:11]=2)[NH:9][CH:8]=[CH:7][S:6]1.[Li+].C[Si]([N-][Si](C)(C)C)(C)C.[CH3:27][O:28][C:29](=[O:41])[C:30]1[CH:35]=[CH:34][CH:33]=[C:32]([N+:36]([O-])=O)[C:31]=1[CH2:39]Br.[NH4+].[Cl-].C1C[O:47][CH2:46][CH2:45]1, predict the reaction product. The product is: [CH3:27][O:28][C:29]([C:30]1[C:31]2[CH2:39][CH:45]([C:8]3[N:9]=[C:5]([C:10]4[CH:11]=[CH:12][N:13]=[CH:14][CH:15]=4)[S:6][CH:7]=3)[C:46](=[O:47])[NH:36][C:32]=2[CH:33]=[CH:34][CH:35]=1)=[O:41]. (3) The product is: [CH2:21]([O:23][C:24]([C:26]1[C:27](=[O:49])[C:28]2[CH:33]=[N:32][C:31]([NH:20][C:17]3[CH:16]=[CH:15][C:14]([CH:11]4[CH2:10][CH2:9][NH:8][CH2:13][CH2:12]4)=[CH:19][CH:18]=3)=[N:30][C:29]=2[N:38]([C:40]2[CH:41]=[C:42]3[C:46](=[CH:47][CH:48]=2)[CH2:45][CH2:44][CH2:43]3)[CH:39]=1)=[O:25])[CH3:22]. Given the reactants C(OC([N:8]1[CH2:13][CH2:12][CH:11]([C:14]2[CH:19]=[CH:18][C:17]([NH2:20])=[CH:16][CH:15]=2)[CH2:10][CH2:9]1)=O)(C)(C)C.[CH2:21]([O:23][C:24]([C:26]1[C:27](=[O:49])[C:28]2[CH:33]=[N:32][C:31](S(C)(=O)=O)=[N:30][C:29]=2[N:38]([C:40]2[CH:41]=[C:42]3[C:46](=[CH:47][CH:48]=2)[CH2:45][CH2:44][CH2:43]3)[CH:39]=1)=[O:25])[CH3:22], predict the reaction product. (4) Given the reactants [CH2:1]([C:3]1[CH:17]=[CH:16][C:6]([O:7][C:8]2[CH:14]=[CH:13][C:11]([NH2:12])=[CH:10][C:9]=2[F:15])=[C:5]([O:18][CH3:19])[CH:4]=1)[CH3:2].[CH:20](=O)[C:21]1[CH:26]=[CH:25][CH:24]=[N:23][CH:22]=1.[BH4-].[Na+], predict the reaction product. The product is: [CH2:1]([C:3]1[CH:17]=[CH:16][C:6]([O:7][C:8]2[CH:14]=[CH:13][C:11]([NH:12][CH2:20][C:21]3[CH:22]=[N:23][CH:24]=[CH:25][CH:26]=3)=[CH:10][C:9]=2[F:15])=[C:5]([O:18][CH3:19])[CH:4]=1)[CH3:2]. (5) Given the reactants Br[C:2]1[CH:9]=[CH:8][C:5]([C:6]#[N:7])=[C:4]([F:10])[CH:3]=1.[CH2:11]([Sn](CCCC)(CCCC)CCCC)[CH:12]=[CH2:13].[Li+].[Cl-], predict the reaction product. The product is: [CH2:13]([C:2]1[CH:9]=[CH:8][C:5]([C:6]#[N:7])=[C:4]([F:10])[CH:3]=1)[CH:12]=[CH2:11]. (6) Given the reactants NC1N=CC([C:8]2[CH:16]=[CH:15][C:11]([C:12]([OH:14])=[O:13])=[CH:10][CH:9]=2)=CC=1OCC1C(F)=CC=C(F)C=1Cl.Br[C:29]1[CH:30]=[C:31]([O:36][CH:37]([C:39]2[C:44]([Cl:45])=[CH:43][CH:42]=[CH:41][C:40]=2[Cl:46])[CH3:38])[C:32]([NH2:35])=[N:33][CH:34]=1.COC(C1C=CC(B(O)O)=CC=1)=O, predict the reaction product. The product is: [NH2:35][C:32]1[N:33]=[CH:34][C:29]([C:8]2[CH:16]=[CH:15][C:11]([C:12]([OH:14])=[O:13])=[CH:10][CH:9]=2)=[CH:30][C:31]=1[O:36][CH:37]([C:39]1[C:44]([Cl:45])=[CH:43][CH:42]=[CH:41][C:40]=1[Cl:46])[CH3:38]. (7) Given the reactants BrC1N(C)N=CC=1[C:8](O)=[O:9].[NH:11]1[CH:20]2[CH:15]([CH2:16][CH2:17][CH2:18][CH2:19]2)[CH2:14][CH2:13][CH2:12]1.C(N(C(C)C)CC)(C)C.C1CN([P+](Br)(N2CCCC2)N2CCCC2)CC1.F[P-](F)(F)(F)(F)F, predict the reaction product. The product is: [N:11]1([CH:8]=[O:9])[CH:20]2[CH:15]([CH2:16][CH2:17][CH2:18][CH2:19]2)[CH2:14][CH2:13][CH2:12]1.